Dataset: Reaction yield outcomes from USPTO patents with 853,638 reactions. Task: Predict the reaction yield, written as a fraction of the theoretical maximum amount of product (1.0 means a 100% yield; for example, 0.34 means a 34% yield). (1) The reactants are [CH2:1]([C:3]1[N:4]([C:28]2[CH:33]=[CH:32][C:31]([O:34][C:35]([CH3:39])([CH3:38])[CH2:36][OH:37])=[CH:30][CH:29]=2)[C:5](=[O:27])[C:6]([CH2:12][C:13]2[CH:18]=[CH:17][C:16]([C:19]3[C:20]([C:25]#[N:26])=[CH:21][CH:22]=[CH:23][CH:24]=3)=[CH:15][CH:14]=2)=[C:7]([CH2:9][CH2:10][CH3:11])[N:8]=1)[CH3:2].[H-].[Na+].[CH3:42]I. The catalyst is CN(C)C=O.C(OCC)(=O)C. The product is [CH2:1]([C:3]1[N:4]([C:28]2[CH:29]=[CH:30][C:31]([O:34][C:35]([CH3:39])([CH3:38])[CH2:36][O:37][CH3:42])=[CH:32][CH:33]=2)[C:5](=[O:27])[C:6]([CH2:12][C:13]2[CH:14]=[CH:15][C:16]([C:19]3[C:20]([C:25]#[N:26])=[CH:21][CH:22]=[CH:23][CH:24]=3)=[CH:17][CH:18]=2)=[C:7]([CH2:9][CH2:10][CH3:11])[N:8]=1)[CH3:2]. The yield is 0.0480. (2) The catalyst is CO. The yield is 0.880. The reactants are [CH3:1][S:2]([C:5]1[CH:10]=[CH:9][C:8]([C:11]2[CH:12]=[CH:13][C:14]([O:17][CH2:18][CH:19]3[CH2:24][CH2:23][N:22](C(OC(C)(C)C)=O)[CH2:21][CH2:20]3)=[N:15][CH:16]=2)=[CH:7][CH:6]=1)(=[O:4])=[O:3].[ClH:32]. The product is [ClH:32].[CH3:1][S:2]([C:5]1[CH:10]=[CH:9][C:8]([C:11]2[CH:12]=[CH:13][C:14]([O:17][CH2:18][CH:19]3[CH2:24][CH2:23][NH:22][CH2:21][CH2:20]3)=[N:15][CH:16]=2)=[CH:7][CH:6]=1)(=[O:3])=[O:4]. (3) The product is [Br:12][C:8]1[CH:7]=[C:6]2[C:5](=[CH:10][C:9]=1[F:11])[NH:4][CH:3]=[CH:15]2. The catalyst is C(N(CC)CC)C.C(O)(C)(C)C.Cl[Pd](Cl)([P](C1C=CC=CC=1)(C1C=CC=CC=1)C1C=CC=CC=1)[P](C1C=CC=CC=1)(C1C=CC=CC=1)C1C=CC=CC=1.[Cu]I. The reactants are CO[C:3](=O)[NH:4][C:5]1[CH:10]=[C:9]([F:11])[C:8]([Br:12])=[CH:7][C:6]=1I.[C:15]([Si](C)(C)C)#C.Cl.[OH-].[K+]. The yield is 0.800. (4) The reactants are [Br:1][C:2]1[C:10]2[O:9][CH:8]=[CH:7][C:6]=2[CH:5]=[CH:4][CH:3]=1.[Li+].[CH3:12]C([N-]C(C)C)C.C1COCC1.CCCCCCC.CI.Cl. The catalyst is C1COCC1. The product is [Br:1][C:2]1[C:10]2[O:9][C:8]([CH3:12])=[CH:7][C:6]=2[CH:5]=[CH:4][CH:3]=1. The yield is 0.520. (5) The reactants are [Cl:1][C:2]1[CH:7]=[CH:6][C:5]([O:8][C:9]2[C:14]([F:15])=[CH:13][C:12]([CH2:16][CH2:17][O:18][C:19]3[NH:20][CH:21]=[C:22]([CH2:26][CH3:27])[C:23](=[O:25])[N:24]=3)=[CH:11][C:10]=2[F:28])=[CH:4][C:3]=1[C:29]([F:32])([F:31])[F:30].[CH3:33]CN(C(C)C)C(C)C.CI. The catalyst is C(Cl)Cl. The product is [Cl:1][C:2]1[CH:7]=[CH:6][C:5]([O:8][C:9]2[C:14]([F:15])=[CH:13][C:12]([CH2:16][CH2:17][O:18][C:19]3[N:20]([CH3:33])[CH:21]=[C:22]([CH2:26][CH3:27])[C:23](=[O:25])[N:24]=3)=[CH:11][C:10]=2[F:28])=[CH:4][C:3]=1[C:29]([F:31])([F:32])[F:30]. The yield is 0.144.